Dataset: Experimentally validated miRNA-target interactions with 360,000+ pairs, plus equal number of negative samples. Task: Binary Classification. Given a miRNA mature sequence and a target amino acid sequence, predict their likelihood of interaction. (1) The miRNA is mmu-miR-15a-5p with sequence UAGCAGCACAUAAUGGUUUGUG. The protein sequence of the target gene is MIRDLSKMYPQTRHPAPHQPAQPFKFTISESCDRIKEEFQFLQAQYHSLKLECEKLASEKTEMQRHYVMYYEMSYGLNIEMHKQAEIVKRLNAICAQVIPFLSQEHQQQVVQAVERAKQVTMAELNAIIGQQLQAQHLSHGHGLPVPLTPHPSGLQPPAIPPIGSSAGLLALSSALGGQSHLPIKDEKKHHDNDHQRDRDSIKSSSVSPSASFRGSEKHRNSTDYSSESKKQKTEEKEIAARYDSDGEKSDDNLVVDVSNEDPSSPRGSPAHSPRENGLDKTRLLKKDAPISPASVASSS.... Result: 1 (interaction). (2) Result: 1 (interaction). The protein sequence of the target gene is MDRSAEFRKWKAQCLSKADLSRKGSVDEDVVELVQFLNMRDQFFTTSSCAGRILLLDRGINGFEVQKQNCCWLLVTHKLCVKDDVIVALKKANGDATLKFEPFVLHVQCRQLQDAQILHSMAIDSGFRNSGITVGKRGKTMLAVRSTHGLEVPLSHKGKLMVTEEYIDFLLNVANQKMEENKKRIERFYNCLQHALERETMTNLHPKIKEKNNSSYIHKKKRNPEKTRAQCITKESDEELENDDDDDLGINVTIFPEDY. The miRNA is hsa-miR-4749-3p with sequence CGCCCCUCCUGCCCCCACAG.